Dataset: Catalyst prediction with 721,799 reactions and 888 catalyst types from USPTO. Task: Predict which catalyst facilitates the given reaction. (1) Reactant: C([O:4][C@H:5]1[C@H:10]([O:11]C(=O)C)[C@@H:9]([O:15]C(=O)C)[C@H:8]([C:19]2[CH:24]=[C:23]([CH2:25][C:26]3[CH:31]=[CH:30][C:29]([CH2:32][CH3:33])=[CH:28][CH:27]=3)[C:22]([Cl:34])=[CH:21][C:20]=2[CH2:35][O:36][CH2:37][CH:38]=[CH2:39])[O:7][C@@H:6]1[CH2:40][O:41]C(=O)C)(=O)C.O[Li].O. Product: [CH2:37]([O:36][CH2:35][C:20]1[CH:21]=[C:22]([Cl:34])[C:23]([CH2:25][C:26]2[CH:31]=[CH:30][C:29]([CH2:32][CH3:33])=[CH:28][CH:27]=2)=[CH:24][C:19]=1[C@H:8]1[C@H:9]([OH:15])[C@@H:10]([OH:11])[C@H:5]([OH:4])[C@@H:6]([CH2:40][OH:41])[O:7]1)[CH:38]=[CH2:39]. The catalyst class is: 87. (2) Reactant: [CH2:1]([O:3][C:4]1[CH:5]=[C:6]2[C:11](=[CH:12][C:13]=1[O:14][CH2:15][CH3:16])[N:10]=[CH:9][C:8]([C:17]#[N:18])=[C:7]2[CH3:19])[CH3:2].N1([C:25]([C:27]2[C:28]([CH3:33])=[N:29][CH:30]=[CH:31][CH:32]=2)=[O:26])C=CN=C1.[Li+].C[Si]([N-][Si](C)(C)C)(C)C. Product: [CH2:1]([O:3][C:4]1[CH:5]=[C:6]2[C:11](=[CH:12][C:13]=1[O:14][CH2:15][CH3:16])[N:10]=[CH:9][C:8]([C:17]#[N:18])=[C:7]2[CH2:19][C:25]([C:27]1[C:28]([CH3:33])=[N:29][CH:30]=[CH:31][CH:32]=1)=[O:26])[CH3:2]. The catalyst class is: 1. (3) Reactant: [CH:1]1([CH2:7][C@H:8]([NH:19][C:20]([N:22]2[CH2:27][CH2:26][CH2:25][C@@H:24]([C@H:28]([C:37]3[CH:42]=[CH:41][CH:40]=[C:39]([F:43])[CH:38]=3)[O:29][CH2:30][CH2:31][NH:32][C:33](=[O:36])[O:34][CH3:35])[CH2:23]2)=[O:21])[CH2:9][N:10](C)[C:11](OC(C)(C)C)=O)[CH2:6][CH2:5][CH2:4][CH2:3][CH2:2]1.C(O)(C(F)(F)F)=O. Product: [CH:1]1([CH2:7][C@H:8]([NH:19][C:20]([N:22]2[CH2:27][CH2:26][CH2:25][C@@H:24]([C@H:28]([C:37]3[CH:42]=[CH:41][CH:40]=[C:39]([F:43])[CH:38]=3)[O:29][CH2:30][CH2:31][NH:32][C:33](=[O:36])[O:34][CH3:35])[CH2:23]2)=[O:21])[CH2:9][NH:10][CH3:11])[CH2:6][CH2:5][CH2:4][CH2:3][CH2:2]1. The catalyst class is: 2.